This data is from Experimentally validated miRNA-target interactions with 360,000+ pairs, plus equal number of negative samples. The task is: Binary Classification. Given a miRNA mature sequence and a target amino acid sequence, predict their likelihood of interaction. (1) Result: 1 (interaction). The protein sequence of the target gene is MENEPDHENVEQSLCAKTSEEELNKSFNLEASLSKFSYIDMDKELEFKNDLIDDKEFDIPQVDTPPTLESILNETDDEDESFILEDPTLLNIDTIDSHSYDTSSVASSDSGDRTNLKRKKKLPDSFSLHGSVMRHSLLKGISAQIVSAADKVDAGLPTAIAVSSLIAVGTSHGLALIFGKDQNQALRLCLGSTSVGGQYGAISALSINNDCSRLLCGFAKGQITMWDLASGKLLRSITDAHPPGTAILHIKFTDDPTLAICNDSGGSVFELTFKRVMGVRTCESRCLFSGSKGEVCCIEP.... The miRNA is hsa-miR-6771-3p with sequence CAAACCCCUGUCUACCCGCAG. (2) The miRNA is hsa-miR-1276 with sequence UAAAGAGCCCUGUGGAGACA. The protein sequence of the target gene is MPGEATETVPATEQELPQPQAETGSGTESDSDESVPELEEQDSTQATTQQAQLAAAAEIDEEPVSKAKQSRSEKKARKAMSKLGLRQVTGVTRVTIRKSKNILFVITKPDVYKSPASDTYIVFGEAKIEDLSQQAQLAAAEKFKVQGEAVSNIQENTQTPTVQEESEEEEVDETGVEVKDIELVMSQANVSRAKAVRALKNNSNDIVNAIMELTM. Result: 0 (no interaction). (3) The miRNA is hsa-miR-4665-3p with sequence CUCGGCCGCGGCGCGUAGCCCCCGCC. The protein sequence of the target gene is MQRRSRGINTGLILLLSQIFHVGINNIPPVTLATLALNIWFFLNPQKPLYSSCLSVEKCYQQKDWQRLLLSPLHHADDWHLYFNMASMLWKGINLERRLGSRWFAYVITAFSVLTGVVYLLLQFAVAEFMDEPDFKRSCAVGFSGVLFALKVLNNHYCPGGFVNILGFPVPNRFACWVELVAIHLFSPGTSFAGHLAGILVGLMYTQGPLKKIMEACAGGFSSSVGYPGRQYYFNSSGSSGYQDYYPHGRPDHYEEAPRNYDTYTAGLSEEEQLERALQASLWDRGNTRNSPPPYGFHLS.... Result: 1 (interaction). (4) The miRNA is hsa-miR-6864-3p with sequence GUGAGACUUCUCUCCCUUCAG. The protein sequence of the target gene is MAAPILRSFSWGRWSGTLNLSVLLPLGLRKAHSGAQGLLAAQKARGLFKDFFPETGTKIELPELFDRGTASFPQTIYCGFDPTADSLHVGHLLALLGLFHLQRAGHNVIALVGGATARLGDPSGRTKEREALETERVRANARALRLGLEALAANHQQLFTDGRSWGSFTVLDNSAWYQKQHLVDFLAAVGGHFRMGTLLSRQSVQLRLKSPEGMSLAEFFYQVLQAYDFYYLFQRYGCRVQLGGSDQLGNIMSGYEFINKLTGEDVFGITVPLITSTTGAKLGKSAGNAVWLNRDKTSPF.... Result: 1 (interaction).